Dataset: Peptide-MHC class II binding affinity with 134,281 pairs from IEDB. Task: Regression. Given a peptide amino acid sequence and an MHC pseudo amino acid sequence, predict their binding affinity value. This is MHC class II binding data. (1) The peptide sequence is YDKFLANVETVLTGK. The MHC is DRB1_0405 with pseudo-sequence DRB1_0405. The binding affinity (normalized) is 0.633. (2) The peptide sequence is GELQIVDKLDAAFKI. The MHC is DRB1_0101 with pseudo-sequence DRB1_0101. The binding affinity (normalized) is 0.590. (3) The peptide sequence is LRKVKRVVASLMRGLHHHHHH. The MHC is DRB1_0701 with pseudo-sequence DRB1_0701. The binding affinity (normalized) is 0.635. (4) The peptide sequence is EKDVTDITVKNCVLK. The MHC is DRB1_0301 with pseudo-sequence DRB1_0301. The binding affinity (normalized) is 0.314. (5) The peptide sequence is IDLSIQNYHTFLIYI. The MHC is DRB5_0101 with pseudo-sequence DRB5_0101. The binding affinity (normalized) is 0.134. (6) The peptide sequence is YLGFVQDAATYAVTT. The MHC is DRB1_1501 with pseudo-sequence DRB1_1501. The binding affinity (normalized) is 0.417. (7) The peptide sequence is AALAAAAGVPPADKY. The MHC is HLA-DPA10103-DPB10201 with pseudo-sequence HLA-DPA10103-DPB10201. The binding affinity (normalized) is 0.0460. (8) The peptide sequence is YAVSFNYFVCNLLQE. The MHC is HLA-DQA10101-DQB10501 with pseudo-sequence HLA-DQA10101-DQB10501. The binding affinity (normalized) is 0.559. (9) The peptide sequence is EKKYFAAQQFEPLAA. The MHC is HLA-DQA10501-DQB10301 with pseudo-sequence HLA-DQA10501-DQB10301. The binding affinity (normalized) is 0.294.